This data is from Forward reaction prediction with 1.9M reactions from USPTO patents (1976-2016). The task is: Predict the product of the given reaction. (1) Given the reactants C(OC1C=CC([C@@H](O[Si](C(C)(C)C)(C)C)CN(C(OC(C)(C)C)=O)CCCCNC(C2C=C(C(O)(C3C=CC=CC=3)C(OCC3CCN(C(OCC4C=CC=CC=4)=O)CC3)=O)C=CC=2)=O)=C2C=1NC(=O)C=C2)C1C=CC=CC=1.[C:79]([O:83][C:84]([NH:86][CH2:87][C:88]1[CH:112]=[CH:111][C:91]([CH2:92][O:93][C:94]2[CH:99]=[CH:98][C:97]([C:100]([OH:110])([C:104]3[CH:109]=[CH:108][CH:107]=[CH:106][CH:105]=3)[C:101]([OH:103])=[O:102])=[CH:96][CH:95]=2)=[CH:90][CH:89]=1)=[O:85])([CH3:82])([CH3:81])[CH3:80].C1N=CN(C(N2C=NC=C2)=O)C=1.[CH2:125]([N:132]1[CH2:137][CH2:136][CH:135]([CH2:138]O)[CH2:134][CH2:133]1)[C:126]1[CH:131]=[CH:130][CH:129]=[CH:128][CH:127]=1, predict the reaction product. The product is: [C:79]([O:83][C:84]([NH:86][CH2:87][C:88]1[CH:112]=[CH:111][C:91]([CH2:92][O:93][C:94]2[CH:99]=[CH:98][C:97]([C:100]([OH:110])([C:104]3[CH:109]=[CH:108][CH:107]=[CH:106][CH:105]=3)[C:101]([O:103][CH2:138][CH:135]3[CH2:134][CH2:133][N:132]([CH2:125][C:126]4[CH:131]=[CH:130][CH:129]=[CH:128][CH:127]=4)[CH2:137][CH2:136]3)=[O:102])=[CH:96][CH:95]=2)=[CH:90][CH:89]=1)=[O:85])([CH3:82])([CH3:80])[CH3:81]. (2) The product is: [N:2]1([CH2:4][C@@H:5]2[CH2:6][C@H:7]([C:9]3[N:13]4[CH:14]=[CH:15][N:16]=[C:17]([NH2:18])[C:12]4=[C:11]([C:19]4[CH:24]=[CH:23][CH:22]=[C:21]([O:25][CH2:26][C:27]5[CH:28]=[CH:29][CH:30]=[CH:31][CH:32]=5)[CH:20]=4)[N:10]=3)[CH2:8]2)[CH2:1][CH2:35][CH2:34][CH2:3]1. Given the reactants [CH3:1][N:2]([CH2:4][CH:5]1[CH2:8][CH:7]([C:9]2[N:13]3[CH:14]=[CH:15][N:16]=[C:17]([NH2:18])[C:12]3=[C:11]([C:19]3[CH:24]=[CH:23][CH:22]=[C:21]([O:25][CH2:26][C:27]4[CH:32]=[CH:31][CH:30]=[CH:29][CH:28]=4)[CH:20]=3)[N:10]=2)[CH2:6]1)[CH3:3].N1CC[CH2:35][CH2:34]1, predict the reaction product.